From a dataset of HIV replication inhibition screening data with 41,000+ compounds from the AIDS Antiviral Screen. Binary Classification. Given a drug SMILES string, predict its activity (active/inactive) in a high-throughput screening assay against a specified biological target. The compound is CC(=O)OCC1OC(n2c(C)cc(-c3cccc4ccccc34)c(C#N)c2=S)C(OC(C)=O)C(OC(C)=O)C1OC(C)=O. The result is 0 (inactive).